Dataset: Forward reaction prediction with 1.9M reactions from USPTO patents (1976-2016). Task: Predict the product of the given reaction. (1) Given the reactants [Br:1][CH2:2][CH2:3][CH2:4][C:5](Cl)=[O:6].[F:8][CH:9]([F:36])[C:10]([NH:12][C@H:13]([CH2:34][F:35])[C@H:14]([OH:33])[C:15]1[CH:20]=[CH:19][C:18]([C:21]2[CH:22]=[N:23][C:24]([CH2:27][NH:28][S:29]([CH3:32])(=[O:31])=[O:30])=[CH:25][CH:26]=2)=[CH:17][CH:16]=1)=[O:11].C(N(CC)C(C)C)(C)C, predict the reaction product. The product is: [Br:1][CH2:2][CH2:3][CH2:4][C:5]([O:33][C@H:14]([C:15]1[CH:16]=[CH:17][C:18]([C:21]2[CH:22]=[N:23][C:24]([CH2:27][NH:28][S:29]([CH3:32])(=[O:30])=[O:31])=[CH:25][CH:26]=2)=[CH:19][CH:20]=1)[C@H:13]([NH:12][C:10](=[O:11])[CH:9]([F:8])[F:36])[CH2:34][F:35])=[O:6]. (2) Given the reactants I[C:2]1[C:10]2[C:5](=[N:6][CH:7]=[N:8][C:9]=2[NH2:11])[N:4]([CH:12]([C:14]2[CH:15]=[C:16]3[CH:21]=[CH:20][CH:19]=[N:18][N:17]3[C:22]=2[C:23]2[CH:28]=[CH:27][CH:26]=[CH:25][N:24]=2)[CH3:13])[N:3]=1.[F:29][C:30]1[CH:31]=[C:32](B(O)O)[CH:33]=[C:34]([OH:36])[CH:35]=1.CCO.C([O-])([O-])=O.[Na+].[Na+], predict the reaction product. The product is: [NH2:11][C:9]1[N:8]=[CH:7][N:6]=[C:5]2[N:4]([CH:12]([C:14]3[CH:15]=[C:16]4[CH:21]=[CH:20][CH:19]=[N:18][N:17]4[C:22]=3[C:23]3[CH:28]=[CH:27][CH:26]=[CH:25][N:24]=3)[CH3:13])[N:3]=[C:2]([C:32]3[CH:33]=[C:34]([OH:36])[CH:35]=[C:30]([F:29])[CH:31]=3)[C:10]=12. (3) Given the reactants [NH2:1][C:2]1[N:7]=[CH:6][C:5]([Cl:8])=[CH:4][N:3]=1.[Cl:9][C:10]1[CH:11]=[C:12]([C:17]([C:30]([F:33])([F:32])[F:31])=[CH:18][C:19]([C:21]2[CH:29]=[CH:28][C:24]([C:25](Cl)=[O:26])=[CH:23][CH:22]=2)=[O:20])[CH:13]=[C:14]([Cl:16])[CH:15]=1.O, predict the reaction product. The product is: [Cl:8][C:5]1[CH:4]=[N:3][C:2]([NH:1][C:25](=[O:26])[C:24]2[CH:28]=[CH:29][C:21]([C:19](=[O:20])[CH:18]=[C:17]([C:12]3[CH:11]=[C:10]([Cl:9])[CH:15]=[C:14]([Cl:16])[CH:13]=3)[C:30]([F:33])([F:31])[F:32])=[CH:22][CH:23]=2)=[N:7][CH:6]=1. (4) Given the reactants [F-:1].[K+].Cl[C:4]1[N:8]([C:9]2[CH:14]=[CH:13][CH:12]=[CH:11][CH:10]=2)[N:7]=[C:6]([C:15]([F:18])([F:17])[F:16])[C:5]=1[CH:19]=[O:20].O, predict the reaction product. The product is: [F:1][C:4]1[N:8]([C:9]2[CH:14]=[CH:13][CH:12]=[CH:11][CH:10]=2)[N:7]=[C:6]([C:15]([F:18])([F:17])[F:16])[C:5]=1[CH:19]=[O:20]. (5) Given the reactants [ClH:1].[CH2:2]([O:9][C:10]1[CH:15]=[CH:14][C:13]([C:16]2[S:17][C:18]3[NH:19][CH2:20][CH2:21][CH2:22][CH2:23][C:24]=3[N:25]=2)=[CH:12][CH:11]=1)[C:3]1[CH:8]=[CH:7][CH:6]=[CH:5][CH:4]=1.C(N(CC)CC)C.[C:33]([Cl:36])(=[O:35])[CH3:34].O, predict the reaction product. The product is: [Cl:1][CH2:33][Cl:36].[CH3:2][OH:9].[NH3:19].[C:33]([N:19]1[CH2:20][CH2:21][CH2:22][CH2:23][C:24]2[N:25]=[C:16]([C:13]3[CH:12]=[CH:11][C:10]([O:9][CH2:2][C:3]4[CH:4]=[CH:5][CH:6]=[CH:7][CH:8]=4)=[CH:15][CH:14]=3)[S:17][C:18]1=2)(=[O:35])[CH3:34]. (6) Given the reactants [OH:1][C:2]1[CH:3]=[C:4]2[C:8](=[CH:9][CH:10]=1)[CH2:7][C@H:6]([NH:11][S:12]([CH:15]([CH3:17])[CH3:16])(=[O:14])=[O:13])[CH2:5]2.[C:31]1(P([C:31]2[CH:36]=[CH:35][CH:34]=[CH:33][CH:32]=2)[C:31]2[CH:36]=[CH:35][CH:34]=[CH:33][CH:32]=2)[CH:36]=[CH:35][CH:34]=[CH:33][CH:32]=1.CC(O[C:41](/[N:43]=N/C(OC(C)C)=O)=O)C, predict the reaction product. The product is: [N:43]1[CH:32]=[CH:33][CH:34]=[C:35]([CH2:36][CH2:31][O:1][C:2]2[CH:3]=[C:4]3[C:8](=[CH:9][CH:10]=2)[CH2:7][C@H:6]([NH:11][S:12]([CH:15]([CH3:17])[CH3:16])(=[O:14])=[O:13])[CH2:5]3)[CH:41]=1. (7) Given the reactants [F:1][C:2]([F:41])([F:40])[C:3]1[CH:4]=[C:5]([C@H:13]2[O:17][C:16](=[O:18])[N:15]([CH2:19][C:20]3[CH:25]=[C:24](Br)[CH:23]=[CH:22][C:21]=3[C:27]3[CH:32]=[C:31]([CH:33]([CH3:35])[CH3:34])[C:30]([F:36])=[CH:29][C:28]=3[O:37][CH3:38])[C@H:14]2[CH3:39])[CH:6]=[C:7]([C:9]([F:12])([F:11])[F:10])[CH:8]=1.[CH:42]1(B(O)O)[CH2:44][CH2:43]1.[OH-].[K+].O, predict the reaction product. The product is: [F:1][C:2]([F:41])([F:40])[C:3]1[CH:4]=[C:5]([C@H:13]2[O:17][C:16](=[O:18])[N:15]([CH2:19][C:20]3[CH:25]=[C:24]([CH:42]4[CH2:44][CH2:43]4)[CH:23]=[CH:22][C:21]=3[C:27]3[CH:32]=[C:31]([CH:33]([CH3:35])[CH3:34])[C:30]([F:36])=[CH:29][C:28]=3[O:37][CH3:38])[C@H:14]2[CH3:39])[CH:6]=[C:7]([C:9]([F:12])([F:11])[F:10])[CH:8]=1.